The task is: Predict the reactants needed to synthesize the given product.. This data is from Full USPTO retrosynthesis dataset with 1.9M reactions from patents (1976-2016). The reactants are: [C:1]1([C:7](O)([C:9]#[CH:10])C)[CH:6]=[CH:5][CH:4]=[CH:3][CH:2]=1.BrC1[CH:14]=[CH:15][C:16]([C:20]([OH:23])([CH3:22])[CH3:21])=[N+:17]([O-:19])[CH:18]=1.[CH:24]([NH:27][C:28]([C:30]1[C:39](=[O:40])[C:38]2[C:33](=[N:34][CH:35]=[CH:36][CH:37]=2)[N:32](C2C=CC=C(Br)C=2)[CH:31]=1)=[O:29])([CH3:26])[CH3:25]. Given the product [CH:24]1([NH:27][C:28]([C:30]2[C:39](=[O:40])[C:38]3[C:33](=[N:34][CH:35]=[CH:36][CH:37]=3)[N:32]([C:5]3[CH:4]=[CH:3][CH:2]=[C:1]([C:7]#[C:9][C:10]4[CH:18]=[N+:17]([O-:19])[C:16]([C:20]([OH:23])([CH3:22])[CH3:21])=[CH:15][CH:14]=4)[CH:6]=3)[CH:31]=2)=[O:29])[CH2:25][CH2:26]1, predict the reactants needed to synthesize it.